This data is from Catalyst prediction with 721,799 reactions and 888 catalyst types from USPTO. The task is: Predict which catalyst facilitates the given reaction. Reactant: CO.C(=O)([O-])[O-].[K+].[K+].[C:9]([O:14][C:15]12[CH2:24][CH:19]3[CH2:20][CH:21]([CH2:23][C:17]([O:25][CH:26]([CH3:32])[C:27]([O:29]CC)=[O:28])([CH2:18]3)[CH2:16]1)[CH2:22]2)(=[O:13])[C:10]([CH3:12])=[CH2:11].Cl. Product: [C:9]([O:14][C:15]12[CH2:24][CH:19]3[CH2:20][CH:21]([CH2:23][C:17]([O:25][CH:26]([CH3:32])[C:27]([OH:29])=[O:28])([CH2:18]3)[CH2:16]1)[CH2:22]2)(=[O:13])[C:10]([CH3:12])=[CH2:11]. The catalyst class is: 6.